From a dataset of Full USPTO retrosynthesis dataset with 1.9M reactions from patents (1976-2016). Predict the reactants needed to synthesize the given product. (1) Given the product [CH:12]1([N:6]2[CH2:5][C:4]3[C:8](=[CH:9][CH:10]=[C:2]([NH:17][C:18]4[CH:19]=[C:20]([CH:27]=[CH:28][C:29]=4[CH3:30])[C:21]([NH:23][CH:24]4[CH2:25][CH2:26]4)=[O:22])[CH:3]=3)[C:7]2=[O:11])[CH2:16][CH2:15][CH2:14][CH2:13]1, predict the reactants needed to synthesize it. The reactants are: Br[C:2]1[CH:3]=[C:4]2[C:8](=[CH:9][CH:10]=1)[C:7](=[O:11])[N:6]([CH:12]1[CH2:16][CH2:15][CH2:14][CH2:13]1)[CH2:5]2.[NH2:17][C:18]1[CH:19]=[C:20]([CH:27]=[CH:28][C:29]=1[CH3:30])[C:21]([NH:23][CH:24]1[CH2:26][CH2:25]1)=[O:22]. (2) Given the product [Cl:41][C:17]1[CH:18]=[C:19]([O:34][CH2:35][C:36]([O:38][CH2:39][CH3:40])=[O:37])[C:20]([O:22][CH2:23][C:24]2[C:29]([O:30][CH3:31])=[CH:28][CH:27]=[C:26]([F:32])[C:25]=2[F:33])=[CH:21][C:16]=1[N:13]1[C:12](=[O:42])[NH:11][C:10]2[C:14]1=[N:15][C:7]([CH:5]([OH:4])[CH3:6])=[N:8][C:9]=2[O:43][CH3:44], predict the reactants needed to synthesize it. The reactants are: C([O:4][CH:5]([C:7]1[N:15]=[C:14]2[C:10]([NH:11][C:12](=[O:42])[N:13]2[C:16]2[CH:21]=[C:20]([O:22][CH2:23][C:24]3[C:29]([O:30][CH3:31])=[CH:28][CH:27]=[C:26]([F:32])[C:25]=3[F:33])[C:19]([O:34][CH2:35][C:36]([O:38][CH2:39][CH3:40])=[O:37])=[CH:18][C:17]=2[Cl:41])=[C:9]([O:43][CH3:44])[N:8]=1)[CH3:6])(=O)C.C(OC(C1N=C(Cl)C([N+]([O-])=O)=C(OC)N=1)C)(=O)C.NC1C(Cl)=CC(OCC(OCC)=O)=C(OCC2C(OC)=CC=C(F)C=2F)C=1.NC1C(Cl)=CC(OCC(OCC)=O)=C(OCC2C(OC)=CC=CC=2F)C=1.[O-]CC.[Na+].Cl. (3) Given the product [F:1][C:2]1[CH:3]=[CH:4][C:5]([C:8]2[O:12][N:11]=[C:10]([C:13]([NH:15][CH2:16][CH2:17][CH2:18][C:19]([OH:21])=[O:20])=[O:14])[CH:9]=2)=[CH:6][CH:7]=1, predict the reactants needed to synthesize it. The reactants are: [F:1][C:2]1[CH:7]=[CH:6][C:5]([C:8]2[O:12][N:11]=[C:10]([C:13]([NH:15][CH2:16][CH2:17][CH2:18][C:19]([O:21]C)=[O:20])=[O:14])[CH:9]=2)=[CH:4][CH:3]=1.[OH-].[Li+].